Dataset: Catalyst prediction with 721,799 reactions and 888 catalyst types from USPTO. Task: Predict which catalyst facilitates the given reaction. (1) Reactant: [Cl:1][C:2]1[CH:10]=[CH:9][CH:8]=[C:7]2[C:3]=1[C:4]([C:14]([O:16][CH3:17])=[O:15])=[CH:5][N:6]2[CH2:11][CH2:12][OH:13].[F:18][C:19]([F:27])(S(F)(=O)=O)C(O)=O. The catalyst class is: 205. Product: [Cl:1][C:2]1[CH:10]=[CH:9][CH:8]=[C:7]2[C:3]=1[C:4]([C:14]([O:16][CH3:17])=[O:15])=[CH:5][N:6]2[CH2:11][CH2:12][O:13][CH:19]([F:27])[F:18]. (2) Reactant: [NH2:1][C:2]1[C:3]2[S:10][CH:9]=[C:8](/[CH:11]=[CH:12]/[C:13]3[CH:14]=[C:15]([CH:19]=[CH:20][C:21]=3[CH3:22])[C:16]([OH:18])=O)[C:4]=2[N:5]=[CH:6][N:7]=1.[F:23][C:24]([F:33])([F:32])[C:25]1[CH:26]=[C:27]([NH2:31])[CH:28]=[CH:29][CH:30]=1.CN(C(ON1N=NC2C=CC=NC1=2)=[N+](C)C)C.F[P-](F)(F)(F)(F)F. Product: [NH2:1][C:2]1[C:3]2[S:10][CH:9]=[C:8](/[CH:11]=[CH:12]/[C:13]3[CH:14]=[C:15]([CH:19]=[CH:20][C:21]=3[CH3:22])[C:16]([NH:31][C:27]3[CH:28]=[CH:29][CH:30]=[C:25]([C:24]([F:23])([F:32])[F:33])[CH:26]=3)=[O:18])[C:4]=2[N:5]=[CH:6][N:7]=1. The catalyst class is: 39. (3) Reactant: F[C:2]1[CH:7]=[C:6]([I:8])[CH:5]=[CH:4][N:3]=1.[CH3:9][O-:10].[Na+].O. Product: [I:8][C:6]1[CH:5]=[CH:4][N:3]=[C:2]([O:10][CH3:9])[CH:7]=1. The catalyst class is: 5. (4) The catalyst class is: 47. Product: [F:1][C:2]1[C:7]([N+:16]([O-:17])=[O:15])=[C:6]([OH:8])[C:5]([CH3:9])=[CH:4][CH:3]=1. Reactant: [F:1][C:2]1[CH:3]=[CH:4][C:5]([CH3:9])=[C:6]([OH:8])[CH:7]=1.F[B-](F)(F)F.[O:15]=[N+:16]=[O:17].